Dataset: Full USPTO retrosynthesis dataset with 1.9M reactions from patents (1976-2016). Task: Predict the reactants needed to synthesize the given product. (1) Given the product [CH:20]1([N:17]2[CH2:18][CH2:19][CH:15]([CH2:14][C:10]3[C:11]([Cl:13])=[CH:12][C:7]([C:34]4[CH:35]=[CH:36][C:31]([OH:30])=[CH:32][CH:33]=4)=[CH:8][C:9]=3[Cl:27])[C:16]2=[O:26])[CH2:25][CH2:24][CH2:23][CH2:22][CH2:21]1, predict the reactants needed to synthesize it. The reactants are: FC(F)(F)S(O[C:7]1[CH:12]=[C:11]([Cl:13])[C:10]([CH2:14][CH:15]2[CH2:19][CH2:18][N:17]([CH:20]3[CH2:25][CH2:24][CH2:23][CH2:22][CH2:21]3)[C:16]2=[O:26])=[C:9]([Cl:27])[CH:8]=1)(=O)=O.[OH:30][C:31]1[CH:36]=[CH:35][C:34](B(O)O)=[CH:33][CH:32]=1. (2) Given the product [NH2:8][C:9]1[CH:10]=[C:11]([CH:17]=[C:18]([O:20][CH3:21])[CH:19]=1)[C:12]([O:14][CH2:15][CH3:16])=[O:13], predict the reactants needed to synthesize it. The reactants are: C(OC([NH:8][C:9]1[CH:10]=[C:11]([CH:17]=[C:18]([O:20][CH3:21])[CH:19]=1)[C:12]([O:14][CH2:15][CH3:16])=[O:13])=O)(C)(C)C.C(O)(C(F)(F)F)=O. (3) Given the product [N:1]1[CH:6]=[CH:5][CH:4]=[CH:3][C:2]=1[NH:7][C:8]1[CH:9]=[CH:10][C:11]([O:12][C:13]2[C:14]([C:19]([OH:21])=[O:20])=[N:15][CH:16]=[CH:17][N:18]=2)=[CH:23][CH:24]=1, predict the reactants needed to synthesize it. The reactants are: [N:1]1[CH:6]=[CH:5][CH:4]=[CH:3][C:2]=1[NH:7][C:8]1[CH:24]=[CH:23][C:11]([O:12][C:13]2[C:14]([C:19]([O:21]C)=[O:20])=[N:15][CH:16]=[CH:17][N:18]=2)=[CH:10][CH:9]=1.[OH-].[Li+].Cl.[OH-].[Na+].